From a dataset of NCI-60 drug combinations with 297,098 pairs across 59 cell lines. Regression. Given two drug SMILES strings and cell line genomic features, predict the synergy score measuring deviation from expected non-interaction effect. (1) Drug 1: C1CN1P(=S)(N2CC2)N3CC3. Drug 2: C(=O)(N)NO. Cell line: SK-MEL-2. Synergy scores: CSS=6.34, Synergy_ZIP=-4.29, Synergy_Bliss=-7.49, Synergy_Loewe=-16.7, Synergy_HSA=-8.80. (2) Drug 1: C1CCC(C1)C(CC#N)N2C=C(C=N2)C3=C4C=CNC4=NC=N3. Drug 2: C1=CN(C=N1)CC(O)(P(=O)(O)O)P(=O)(O)O. Cell line: MCF7. Synergy scores: CSS=8.17, Synergy_ZIP=-1.42, Synergy_Bliss=2.25, Synergy_Loewe=1.60, Synergy_HSA=1.68. (3) Drug 1: CN(C)C1=NC(=NC(=N1)N(C)C)N(C)C. Drug 2: C(CCl)NC(=O)N(CCCl)N=O. Cell line: 786-0. Synergy scores: CSS=-2.27, Synergy_ZIP=-0.830, Synergy_Bliss=-2.17, Synergy_Loewe=-10.4, Synergy_HSA=-4.87. (4) Synergy scores: CSS=48.2, Synergy_ZIP=-4.27, Synergy_Bliss=0.940, Synergy_Loewe=-8.00, Synergy_HSA=5.06. Drug 2: COC1=CC(=CC(=C1O)OC)C2C3C(COC3=O)C(C4=CC5=C(C=C24)OCO5)OC6C(C(C7C(O6)COC(O7)C8=CC=CS8)O)O. Drug 1: CC12CCC3C(C1CCC2=O)CC(=C)C4=CC(=O)C=CC34C. Cell line: SN12C. (5) Drug 1: CC1=C2C(C(=O)C3(C(CC4C(C3C(C(C2(C)C)(CC1OC(=O)C(C(C5=CC=CC=C5)NC(=O)OC(C)(C)C)O)O)OC(=O)C6=CC=CC=C6)(CO4)OC(=O)C)O)C)O. Synergy scores: CSS=25.9, Synergy_ZIP=-6.90, Synergy_Bliss=0.578, Synergy_Loewe=-51.8, Synergy_HSA=1.12. Drug 2: CN1C2=C(C=C(C=C2)N(CCCl)CCCl)N=C1CCCC(=O)O.Cl. Cell line: SK-OV-3. (6) Drug 1: C1=CN(C(=O)N=C1N)C2C(C(C(O2)CO)O)O.Cl. Drug 2: CN1C(=O)N2C=NC(=C2N=N1)C(=O)N. Cell line: MDA-MB-435. Synergy scores: CSS=19.6, Synergy_ZIP=-5.74, Synergy_Bliss=1.46, Synergy_Loewe=-38.2, Synergy_HSA=-0.368. (7) Drug 1: CC1CCC2CC(C(=CC=CC=CC(CC(C(=O)C(C(C(=CC(C(=O)CC(OC(=O)C3CCCCN3C(=O)C(=O)C1(O2)O)C(C)CC4CCC(C(C4)OC)OCCO)C)C)O)OC)C)C)C)OC. Drug 2: CN(CC1=CN=C2C(=N1)C(=NC(=N2)N)N)C3=CC=C(C=C3)C(=O)NC(CCC(=O)O)C(=O)O. Cell line: NCI-H322M. Synergy scores: CSS=43.3, Synergy_ZIP=0.0212, Synergy_Bliss=0.975, Synergy_Loewe=0.0770, Synergy_HSA=0.108. (8) Synergy scores: CSS=-4.98, Synergy_ZIP=0.712, Synergy_Bliss=-1.98, Synergy_Loewe=-2.96, Synergy_HSA=-4.64. Drug 1: C1=CC(=CC=C1C#N)C(C2=CC=C(C=C2)C#N)N3C=NC=N3. Drug 2: CN1C2=C(C=C(C=C2)N(CCCl)CCCl)N=C1CCCC(=O)O.Cl. Cell line: HOP-92. (9) Drug 1: CC1CCCC2(C(O2)CC(NC(=O)CC(C(C(=O)C(C1O)C)(C)C)O)C(=CC3=CSC(=N3)C)C)C. Drug 2: CC1C(C(CC(O1)OC2CC(CC3=C2C(=C4C(=C3O)C(=O)C5=C(C4=O)C(=CC=C5)OC)O)(C(=O)CO)O)N)O.Cl. Cell line: SR. Synergy scores: CSS=47.0, Synergy_ZIP=2.17, Synergy_Bliss=1.72, Synergy_Loewe=1.48, Synergy_HSA=3.16.